Dataset: Catalyst prediction with 721,799 reactions and 888 catalyst types from USPTO. Task: Predict which catalyst facilitates the given reaction. (1) Reactant: II.O[PH2]=O.[Cl:6][C:7]1[CH:8]=[CH:9][C:10]2[N:11]([C:13]([C:16]([C:19]3[CH:20]=[CH:21][C:22]4[N:23]([CH:25]=[CH:26][N:27]=4)[CH:24]=3)(O)[CH3:17])=[CH:14][N:15]=2)[N:12]=1.[OH-].[Na+]. Product: [Cl:6][C:7]1[CH:8]=[CH:9][C:10]2[N:11]([C:13]([CH:16]([C:19]3[CH:20]=[CH:21][C:22]4[N:23]([CH:25]=[CH:26][N:27]=4)[CH:24]=3)[CH3:17])=[CH:14][N:15]=2)[N:12]=1. The catalyst class is: 15. (2) Reactant: [ClH:1].C(OC([NH:9][CH2:10][C:11]([O:13][CH2:14][C:15]1[CH:20]=[CH:19][C:18]([F:21])=[CH:17][C:16]=1[C:22]1[CH:23]=[C:24]2[C:29](=[CH:30][CH:31]=1)[N:28]=[C:27]([NH2:32])[N:26]=[C:25]2[C:33]([N:35]1[CH2:43][C:42]2[C:37](=[CH:38][CH:39]=[CH:40][CH:41]=2)[CH2:36]1)=[O:34])=[O:12])=O)(C)(C)C. Product: [ClH:1].[ClH:1].[NH2:9][CH2:10][C:11]([O:13][CH2:14][C:15]1[CH:20]=[CH:19][C:18]([F:21])=[CH:17][C:16]=1[C:22]1[CH:23]=[C:24]2[C:29](=[CH:30][CH:31]=1)[N:28]=[C:27]([NH2:32])[N:26]=[C:25]2[C:33]([N:35]1[CH2:36][C:37]2[C:42](=[CH:41][CH:40]=[CH:39][CH:38]=2)[CH2:43]1)=[O:34])=[O:12]. The catalyst class is: 346. (3) Product: [Cl:1][C:2]1[N:7]=[C:6]2[CH2:8][CH2:9][CH2:10][C:5]2=[C:4]([NH:23][C:24]2[CH:25]=[CH:26][C:27]([CH2:30][C:31]([O:33][CH2:34][CH3:35])=[O:32])=[CH:28][CH:29]=2)[CH:3]=1. Reactant: [Cl:1][C:2]1[N:7]=[C:6]2[CH2:8][CH2:9][CH2:10][C:5]2=[C:4](Cl)[CH:3]=1.C1(C)C=CC(S(O)(=O)=O)=CC=1.[NH2:23][C:24]1[CH:29]=[CH:28][C:27]([CH2:30][C:31]([O:33][CH2:34][CH3:35])=[O:32])=[CH:26][CH:25]=1.[Al]. The catalyst class is: 8. (4) Reactant: [NH2:1][C:2]1[C:3]([C:25](OCC)=[O:26])=[N:4][C:5]([NH:17][C:18]2[CH:23]=[CH:22][CH:21]=[CH:20][C:19]=2[OH:24])=[N:6][C:7]=1[NH:8][C:9]1[CH:14]=[CH:13][CH:12]=[CH:11][C:10]=1[O:15][CH3:16].OC1C=CC=CC=1[NH:37]C1N=C(C(OCC)=O)C([N+]([O-])=O)=C(NC2C=CC=CC=2OC)N=1.[CH2:61]([OH:63])C. Product: [OH:24][C:19]1[CH:20]=[CH:21][CH:22]=[CH:23][C:18]=1[NH:17][C:5]1[N:6]=[C:7]2[C:2]([NH:1][C:61](=[O:63])[N:8]2[C:9]2[CH:14]=[CH:13][CH:12]=[CH:11][C:10]=2[O:15][CH3:16])=[C:3]([C:25]([NH2:37])=[O:26])[N:4]=1. The catalyst class is: 45. (5) Reactant: C(N(C(C)C)CC)(C)C.Cl[C:11]1[CH:16]=[C:15]([N:17]([CH:25]2[CH2:27][CH2:26]2)[C:18](=[O:24])[O:19][C:20]([CH3:23])([CH3:22])[CH3:21])[N:14]2[N:28]=[CH:29][C:30]([CH:31]=[O:32])=[C:13]2[N:12]=1.[CH2:33]([SH:40])[C:34]1[CH:39]=[CH:38][CH:37]=[CH:36][CH:35]=1. Product: [CH2:33]([S:40][C:11]1[CH:16]=[C:15]([N:17]([CH:25]2[CH2:27][CH2:26]2)[C:18](=[O:24])[O:19][C:20]([CH3:23])([CH3:22])[CH3:21])[N:14]2[N:28]=[CH:29][C:30]([CH:31]=[O:32])=[C:13]2[N:12]=1)[C:34]1[CH:39]=[CH:38][CH:37]=[CH:36][CH:35]=1. The catalyst class is: 8. (6) The catalyst class is: 445. Reactant: P(Cl)(Cl)([Cl:3])=O.O[C:7]1[N:14]=[CH:13][C:12]([I:15])=[CH:11][C:8]=1[C:9]#[N:10]. Product: [Cl:3][C:7]1[N:14]=[CH:13][C:12]([I:15])=[CH:11][C:8]=1[C:9]#[N:10]. (7) The catalyst class is: 7. Reactant: [Cl:1][C:2]1[CH:3]=[C:4]([CH:7]=[CH:8][C:9]=1[CH3:10])[C:5]#[N:6].[H-].[Al+3].[Li+].[H-].[H-].[H-].O.[OH-].[Na+]. Product: [Cl:1][C:2]1[CH:3]=[C:4]([CH:7]=[CH:8][C:9]=1[CH3:10])[CH2:5][NH2:6].